Task: Regression. Given two drug SMILES strings and cell line genomic features, predict the synergy score measuring deviation from expected non-interaction effect.. Dataset: NCI-60 drug combinations with 297,098 pairs across 59 cell lines (1) Drug 1: CCC(=C(C1=CC=CC=C1)C2=CC=C(C=C2)OCCN(C)C)C3=CC=CC=C3.C(C(=O)O)C(CC(=O)O)(C(=O)O)O. Drug 2: CS(=O)(=O)CCNCC1=CC=C(O1)C2=CC3=C(C=C2)N=CN=C3NC4=CC(=C(C=C4)OCC5=CC(=CC=C5)F)Cl. Cell line: TK-10. Synergy scores: CSS=13.6, Synergy_ZIP=-8.49, Synergy_Bliss=-1.80, Synergy_Loewe=-18.6, Synergy_HSA=-3.73. (2) Drug 1: CCCCC(=O)OCC(=O)C1(CC(C2=C(C1)C(=C3C(=C2O)C(=O)C4=C(C3=O)C=CC=C4OC)O)OC5CC(C(C(O5)C)O)NC(=O)C(F)(F)F)O. Drug 2: C1=NC(=NC(=O)N1C2C(C(C(O2)CO)O)O)N. Cell line: NCI/ADR-RES. Synergy scores: CSS=45.8, Synergy_ZIP=-1.35, Synergy_Bliss=-4.42, Synergy_Loewe=-5.54, Synergy_HSA=-3.01.